Dataset: Forward reaction prediction with 1.9M reactions from USPTO patents (1976-2016). Task: Predict the product of the given reaction. Given the reactants C([O:5][N:6]=[C:7]1[C:16]2[C:11](=[CH:12][CH:13]=[C:14]([OH:17])[CH:15]=2)[O:10][C:9]([C:18]2[N:23]=[CH:22][N:21]3[CH:24]=[CH:25][CH:26]=[C:20]3[CH:19]=2)=[CH:8]1)(C)(C)C.Br[CH2:28][CH2:29][C:30]1[CH:35]=[CH:34][CH:33]=[CH:32][CH:31]=1, predict the reaction product. The product is: [CH2:28]([O:17][C:14]1[CH:15]=[C:16]2[C:11](=[CH:12][CH:13]=1)[O:10][C:9]([C:18]1[N:23]=[CH:22][N:21]3[CH:24]=[CH:25][CH:26]=[C:20]3[CH:19]=1)=[CH:8][C:7]2=[N:6][OH:5])[CH2:29][C:30]1[CH:35]=[CH:34][CH:33]=[CH:32][CH:31]=1.